The task is: Binary Classification. Given a T-cell receptor sequence (or CDR3 region) and an epitope sequence, predict whether binding occurs between them.. This data is from TCR-epitope binding with 47,182 pairs between 192 epitopes and 23,139 TCRs. (1) The epitope is LEPLVDLPI. The TCR CDR3 sequence is CAISESRWSDTQYF. Result: 1 (the TCR binds to the epitope). (2) The epitope is SGPLKAEIAQRLED. The TCR CDR3 sequence is CASSSQGSTDTQYF. Result: 1 (the TCR binds to the epitope). (3) The epitope is GTITSGWTF. The TCR CDR3 sequence is CASRGLGRTGELFF. Result: 1 (the TCR binds to the epitope).